From a dataset of Peptide-MHC class I binding affinity with 185,985 pairs from IEDB/IMGT. Regression. Given a peptide amino acid sequence and an MHC pseudo amino acid sequence, predict their binding affinity value. This is MHC class I binding data. (1) The peptide sequence is RPSGPGPEL. The MHC is HLA-B27:05 with pseudo-sequence HLA-B27:05. The binding affinity (normalized) is 0.0847. (2) The peptide sequence is FHFFVHTLL. The MHC is HLA-B39:01 with pseudo-sequence HLA-B39:01. The binding affinity (normalized) is 0.635.